Task: Predict the reactants needed to synthesize the given product.. Dataset: Full USPTO retrosynthesis dataset with 1.9M reactions from patents (1976-2016) Given the product [CH2:1]([O:3][C:4]1[C:5](/[C:16](/[CH3:29])=[C:17](/[F:28])\[CH:18]=[CH:19]\[C:20](\[CH3:27])=[CH:21]\[C:22]([OH:24])=[O:23])=[CH:6][C:7]2[CH:8]=[CH:9][CH2:10][C:11]([CH3:15])([CH3:14])[C:12]=2[CH:13]=1)[CH3:2], predict the reactants needed to synthesize it. The reactants are: [CH2:1]([O:3][C:4]1[C:5](/[C:16](/[CH3:29])=[C:17](/[F:28])\[CH:18]=[CH:19]\[C:20](\[CH3:27])=[CH:21]\[C:22]([O:24]CC)=[O:23])=[CH:6][C:7]2[CH:8]=[CH:9][CH2:10][C:11]([CH3:15])([CH3:14])[C:12]=2[CH:13]=1)[CH3:2].[OH-].[Na+].Cl.